The task is: Predict which catalyst facilitates the given reaction.. This data is from Catalyst prediction with 721,799 reactions and 888 catalyst types from USPTO. Reactant: [Br:1][C:2]1[C:3]([NH:8][CH:9]([CH2:12][CH3:13])[CH2:10]O)=[N:4][CH:5]=[N:6][CH:7]=1.S(Cl)(Cl)=O. Product: [Br:1][C:2]1[C:3]2[N:4]([CH2:10][CH:9]([CH2:12][CH3:13])[N:8]=2)[CH:5]=[N:6][CH:7]=1. The catalyst class is: 113.